Dataset: Forward reaction prediction with 1.9M reactions from USPTO patents (1976-2016). Task: Predict the product of the given reaction. (1) Given the reactants [C:1]([C:5]1[NH:6][CH:7]([C:10]([O:12][CH3:13])=[O:11])[CH2:8][N:9]=1)([CH3:4])([CH3:3])[CH3:2].C1CCN2C(=NCCC2)CC1.ClN1C(=O)N(Cl)C(=O)N(Cl)C1=O, predict the reaction product. The product is: [C:1]([C:5]1[NH:6][C:7]([C:10]([O:12][CH3:13])=[O:11])=[CH:8][N:9]=1)([CH3:4])([CH3:2])[CH3:3]. (2) Given the reactants [S:1]([O-:5])([O-:4])(=[O:3])=[O:2].[NH4+:6].[NH4+].[S:8](=[O:12])(=[O:11])([OH:10])[O-:9].[NH4+].S(OS([O-])(=O)=O)([O-])(=O)=O.[NH4+].[NH4+], predict the reaction product. The product is: [S:1]([O-:5])([O-:4])(=[O:3])=[O:2].[NH4+:6].[NH4+:6].[NH3:6].[S:8](=[O:10])(=[O:9])([OH:12])[O-:11].[NH4+:6]. (3) Given the reactants [C:1]([O:12][CH3:13])(=[O:11])[C:2]1[CH:10]=[CH:9][C:7]([OH:8])=[C:4]([O:5][CH3:6])[CH:3]=1.C1C=CC(N([S:21]([C:24]([F:27])([F:26])[F:25])(=[O:23])=[O:22])[S:21]([C:24]([F:27])([F:26])[F:25])(=[O:23])=[O:22])=CC=1.C(=O)([O-])[O-].[Cs+].[Cs+], predict the reaction product. The product is: [CH3:6][O:5][C:4]1[CH:3]=[C:2]([CH:10]=[CH:9][C:7]=1[O:8][S:21]([C:24]([F:27])([F:26])[F:25])(=[O:23])=[O:22])[C:1]([O:12][CH3:13])=[O:11]. (4) Given the reactants [CH2:1]([N:7]1[CH2:12][CH2:11][C:10]([CH3:21])([C:13]2[CH:18]=[CH:17][CH:16]=[C:15]([CH:19]=[CH2:20])[CH:14]=2)[CH:9]([CH3:22])[CH2:8]1)[CH2:2][CH2:3][CH2:4][CH2:5][CH3:6].C[N+]1([O-])CC[O:27]CC1.[OH2:31], predict the reaction product. The product is: [CH2:1]([N:7]1[CH2:12][CH2:11][C:10]([CH3:21])([C:13]2[CH:18]=[CH:17][CH:16]=[C:15]([CH:19]([OH:27])[CH2:20][OH:31])[CH:14]=2)[CH:9]([CH3:22])[CH2:8]1)[CH2:2][CH2:3][CH2:4][CH2:5][CH3:6]. (5) Given the reactants [N:1]1[CH:6]=[CH:5][CH:4]=[CH:3][C:2]=1[NH:7][CH2:8][CH2:9][CH2:10][O:11][C:12]1[CH:13]=[C:14]2[C:18](=[CH:19][CH:20]=1)[NH:17][C:16]([CH2:21][CH:22]([CH2:27][CH2:28][CH3:29])[C:23]([O:25]C)=[O:24])=[CH:15]2.[OH-].[Na+], predict the reaction product. The product is: [N:1]1[CH:6]=[CH:5][CH:4]=[CH:3][C:2]=1[NH:7][CH2:8][CH2:9][CH2:10][O:11][C:12]1[CH:13]=[C:14]2[C:18](=[CH:19][CH:20]=1)[NH:17][C:16]([CH2:21][CH:22]([CH2:27][CH2:28][CH3:29])[C:23]([OH:25])=[O:24])=[CH:15]2. (6) Given the reactants [ClH:1].[C:2](=[NH:10])(OC)[CH2:3][CH2:4][CH2:5][CH:6]=[CH2:7].[NH3:11], predict the reaction product. The product is: [ClH:1].[C:2](=[NH:10])([NH2:11])[CH2:3][CH2:4][CH2:5][CH:6]=[CH2:7].